Dataset: Reaction yield outcomes from USPTO patents with 853,638 reactions. Task: Predict the reaction yield, written as a fraction of the theoretical maximum amount of product (1.0 means a 100% yield; for example, 0.34 means a 34% yield). (1) The reactants are [C:1](OCC)(OCC)(OCC)[CH3:2].Cl.[NH2:13][C:14]1[CH:15]=[C:16]([CH:21]=[C:22]([OH:25])[C:23]=1[OH:24])[C:17]([O:19][CH3:20])=[O:18]. The catalyst is CCCCCC. The product is [OH:25][C:22]1[C:23]2[O:24][C:1]([CH3:2])=[N:13][C:14]=2[CH:15]=[C:16]([C:17]([O:19][CH3:20])=[O:18])[CH:21]=1. The yield is 0.880. (2) The reactants are [NH2:1][C:2]1[CH:7]=[CH:6][C:5]([CH2:8][CH2:9][C:10]2[C:14]3[C:15](=[O:29])[N:16]([C:23]4[CH:28]=[CH:27][CH:26]=[CH:25][CH:24]=4)[C:17]4[N:18]=[CH:19][CH:20]=[CH:21][C:22]=4[C:13]=3[NH:12][N:11]=2)=[CH:4][CH:3]=1.[CH3:30][S:31](Cl)(=[O:33])=[O:32].O. The catalyst is N1C=CC=CC=1. The product is [CH3:30][S:31]([NH:1][C:2]1[CH:7]=[CH:6][C:5]([CH2:8][CH2:9][C:10]2[C:14]3[C:15](=[O:29])[N:16]([C:23]4[CH:24]=[CH:25][CH:26]=[CH:27][CH:28]=4)[C:17]4[N:18]=[CH:19][CH:20]=[CH:21][C:22]=4[C:13]=3[NH:12][N:11]=2)=[CH:4][CH:3]=1)(=[O:33])=[O:32]. The yield is 0.860. (3) The reactants are [C:1]1([C:7]2[CH:12]=[C:11]([C:13]3[CH:18]=[CH:17][CH:16]=[CH:15][CH:14]=3)[N:10]=[C:9]([O:19][CH2:20][CH2:21][CH2:22][CH2:23][CH2:24][O:25][C:26]3[C:27]([CH2:39][CH2:40][C:41]([O:43][CH3:44])=[O:42])=[C:28]([CH:36]=[CH:37][CH:38]=3)[O:29][CH2:30][CH2:31][CH2:32][C:33](O)=[O:34])[CH:8]=2)[CH:6]=[CH:5][CH:4]=[CH:3][CH:2]=1.CCN(C(C)C)C(C)C.CN(C(ON1N=NC2C=CC=CC1=2)=[N+](C)C)C.F[P-](F)(F)(F)(F)F.[NH2:78][CH2:79][CH2:80][CH2:81][CH2:82][CH:83]([NH:98][C:99]([O:101][C:102]([CH3:105])([CH3:104])[CH3:103])=[O:100])[C:84]([NH:86][CH2:87][CH:88]([OH:97])[CH:89]([OH:96])[CH:90]([OH:95])[CH:91]([OH:94])[CH2:92][OH:93])=[O:85]. The catalyst is CN(C=O)C. The product is [C:102]([O:101][C:99]([NH:98][CH:83]([C:84](=[O:85])[NH:86][CH2:87][CH:88]([OH:97])[CH:89]([OH:96])[CH:90]([OH:95])[CH:91]([OH:94])[CH2:92][OH:93])[CH2:82][CH2:81][CH2:80][CH2:79][NH:78][C:33]([CH2:32][CH2:31][CH2:30][O:29][C:28]1[C:27]([CH2:39][CH2:40][C:41]([O:43][CH3:44])=[O:42])=[C:26]([O:25][CH2:24][CH2:23][CH2:22][CH2:21][CH2:20][O:19][C:9]2[CH:8]=[C:7]([C:1]3[CH:2]=[CH:3][CH:4]=[CH:5][CH:6]=3)[CH:12]=[C:11]([C:13]3[CH:14]=[CH:15][CH:16]=[CH:17][CH:18]=3)[N:10]=2)[CH:38]=[CH:37][CH:36]=1)=[O:34])=[O:100])([CH3:105])([CH3:104])[CH3:103]. The yield is 0.585. (4) The reactants are [F:1][C:2]1[CH:3]=[C:4]([C@@H:9]([NH:11][C:12](=[O:33])[C:13]2[CH:18]=[CH:17][CH:16]=[N:15][C:14]=2[NH:19][CH2:20][CH2:21][O:22][C:23]2[CH:31]=[C:30]3[C:26]([CH2:27][C:28](=[O:32])[NH:29]3)=[CH:25][CH:24]=2)[CH3:10])[CH:5]=[CH:6][C:7]=1[F:8].[NH:34]1[C:38]([CH:39]=O)=[CH:37][N:36]=[CH:35]1.N1CCCCC1.C(O)C. No catalyst specified. The product is [NH:34]1[C:38](/[CH:39]=[C:27]2\[C:28](=[O:32])[NH:29][C:30]3[C:26]\2=[CH:25][CH:24]=[C:23]([O:22][CH2:21][CH2:20][NH:19][C:14]2[N:15]=[CH:16][CH:17]=[CH:18][C:13]=2[C:12]([NH:11][C@H:9]([C:4]2[CH:5]=[CH:6][C:7]([F:8])=[C:2]([F:1])[CH:3]=2)[CH3:10])=[O:33])[CH:31]=3)=[CH:37][N:36]=[CH:35]1. The yield is 0.150. (5) The product is [CH2:1]([O:3][C:4](=[O:13])[CH:5]([NH:19][CH2:14][C:15]([CH3:18])([CH3:17])[CH3:16])[C:6]1[CH:7]=[N:8][CH:9]=[CH:10][CH:11]=1)[CH3:2]. The catalyst is C(Cl)Cl. The yield is 0.400. The reactants are [CH2:1]([O:3][C:4](=[O:13])[CH:5](Br)[C:6]1[CH:7]=[N:8][CH:9]=[CH:10][CH:11]=1)[CH3:2].[CH2:14]([NH2:19])[C:15]([CH3:18])([CH3:17])[CH3:16].CCN(CC)CC. (6) The reactants are [Br-].[Mg+2].[Br-].[C:4]([O:10][CH2:11][N:12]1[C:21](=[O:22])[C:20]2[C:15](=[CH:16][CH:17]=[CH:18][C:19]=2[O:23]C)[N:14]=[CH:13]1)(=[O:9])[C:5]([CH3:8])([CH3:7])[CH3:6]. The catalyst is N1C=CC=CC=1. The product is [C:4]([O:10][CH2:11][N:12]1[C:21](=[O:22])[C:20]2[C:15](=[CH:16][CH:17]=[CH:18][C:19]=2[OH:23])[N:14]=[CH:13]1)(=[O:9])[C:5]([CH3:8])([CH3:7])[CH3:6]. The yield is 0.900.